This data is from Reaction yield outcomes from USPTO patents with 853,638 reactions. The task is: Predict the reaction yield, written as a fraction of the theoretical maximum amount of product (1.0 means a 100% yield; for example, 0.34 means a 34% yield). The reactants are [CH2:1]([O:3][C:4]1[C:8]([CH2:9][CH2:10][OH:11])=[CH:7][N:6]([C:12]2[CH:17]=[CH:16][C:15]([C:18]([F:21])([F:20])[F:19])=[CH:14][N:13]=2)[N:5]=1)[CH3:2].O[C:23]1[CH:27]=[C:26]([CH2:28][C:29]([O:31]C)=[O:30])[N:25]([CH3:33])[N:24]=1.C(P(CCCC)CCCC)CCC.N(C(N1CCCCC1)=O)=NC(N1CCCCC1)=O. The catalyst is O1CCCC1. The product is [CH2:1]([O:3][C:4]1[C:8]([CH2:9][CH2:10][O:11][C:23]2[CH:27]=[C:26]([CH2:28][C:29]([OH:31])=[O:30])[N:25]([CH3:33])[N:24]=2)=[CH:7][N:6]([C:12]2[CH:17]=[CH:16][C:15]([C:18]([F:20])([F:19])[F:21])=[CH:14][N:13]=2)[N:5]=1)[CH3:2]. The yield is 0.200.